Dataset: Full USPTO retrosynthesis dataset with 1.9M reactions from patents (1976-2016). Task: Predict the reactants needed to synthesize the given product. Given the product [CH2:69]([OH:70])[C@H:28]1[O:29][C@@H:30]2[O:26][C@H:27]3[C@H:32]([OH:33])[C@@H:31]([OH:34])[C@@H:30]([O:26][C@H:27]4[C@H:32]([OH:33])[C@@H:31]([OH:34])[C@@H:30]([O:26][C@H:27]5[C@H:32]([OH:33])[C@@H:31]([OH:34])[C@@H:30]([O:26][C@H:27]6[C@H:32]([OH:33])[C@@H:31]([OH:34])[C@@H:30]([O:26][C@H:27]7[C@H:32]([OH:33])[C@@H:31]([OH:34])[C@@H:30]([O:26][C@H:27]8[C@H:32]([OH:33])[C@@H:31]([OH:34])[C@@H:30]([O:26][C@H:27]9[C@H:32]([OH:33])[C@@H:31]([OH:34])[C@@H:30]([O:26][C@H:27]1[C@H:32]([OH:33])[C@H:31]2[OH:34])[O:29][C@@H:28]9[CH2:69][OH:70])[O:29][C@@H:28]8[CH2:69][OH:70])[O:29][C@@H:28]7[CH2:69][OH:70])[O:29][C@@H:28]6[CH2:69][OH:70])[O:29][C@@H:28]5[CH2:69][OH:70])[O:29][C@@H:28]4[CH2:69][OH:70])[O:29][C@@H:28]3[CH2:69][OH:70], predict the reactants needed to synthesize it. The reactants are: [CH2:69]([OH:70])[C@H:28]1[O:29][C@@H:30]2[O:26][C@H:27]3[C@H:32]([OH:33])[C@@H:31]([OH:34])[C@@H:30]([O:26][C@H:27]4[C@H:32]([OH:33])[C@@H:31]([OH:34])[C@@H:30]([O:26][C@H:27]5[C@H:32]([OH:33])[C@@H:31]([OH:34])[C@@H:30]([O:26][C@H:27]6[C@H:32]([OH:33])[C@@H:31]([OH:34])[C@@H:30]([O:26][C@H:27]7[C@H:32]([OH:33])[C@@H:31]([OH:34])[C@@H:30]([O:26][C@H:27]8[C@H:32]([OH:33])[C@@H:31]([OH:34])[C@@H:30]([O:26][C@H:27]1[C@H:32]([OH:33])[C@H:31]2[OH:34])[O:29][C@@H:28]8[CH2:69][OH:70])[O:29][C@@H:28]7[CH2:69][OH:70])[O:29][C@@H:28]6[CH2:69][OH:70])[O:29][C@@H:28]5[CH2:69][OH:70])[O:29][C@@H:28]4[CH2:69][OH:70])[O:29][C@@H:28]3[CH2:69][OH:70].